The task is: Predict which catalyst facilitates the given reaction.. This data is from Catalyst prediction with 721,799 reactions and 888 catalyst types from USPTO. (1) Reactant: [H-].[Al+3].[Li+].[H-].[H-].[H-].[CH3:7][N:8]([CH2:10][C:11]1[CH:12]=[C:13]([CH:18]=[CH:19][C:20]=1[O:21][C:22]1[CH:27]=[CH:26][C:25]([C:28]([F:31])([F:30])[F:29])=[CH:24][CH:23]=1)[C:14](OC)=[O:15])[CH3:9]. Product: [CH3:9][N:8]([CH2:10][C:11]1[CH:12]=[C:13]([CH2:14][OH:15])[CH:18]=[CH:19][C:20]=1[O:21][C:22]1[CH:27]=[CH:26][C:25]([C:28]([F:29])([F:31])[F:30])=[CH:24][CH:23]=1)[CH3:7]. The catalyst class is: 116. (2) Reactant: [CH:1]1([NH:6][C:7]2[C:12](C)=[CH:11][CH:10]=[C:9]([NH2:14])[CH:8]=2)[CH2:5][CH2:4][CH2:3][CH2:2]1.N[C:16]1C=C(NC(=O)OC(C)(C)C)C=CC=1C.C1(=O)CCCC1.C([BH3-])#N.[Na+]. Product: [CH:1]1([NH:6][C:7]2[CH:8]=[C:9]([NH2:14])[C:10]([CH3:16])=[CH:11][CH:12]=2)[CH2:2][CH2:3][CH2:4][CH2:5]1. The catalyst class is: 466. (3) Reactant: [CH:1]1([C@@H:7]2[CH2:12][C@@H:11]([C:13]3[O:17][NH:16][C:15](=[O:18])[CH:14]=3)[CH2:10][CH2:9][N:8]2C(OC)=O)[CH2:6][CH2:5][CH2:4][CH2:3][CH2:2]1. Product: [CH:1]1([C@@H:7]2[CH2:12][C@@H:11]([C:13]3[O:17][NH:16][C:15](=[O:18])[CH:14]=3)[CH2:10][CH2:9][NH:8]2)[CH2:2][CH2:3][CH2:4][CH2:5][CH2:6]1. The catalyst class is: 201. (4) Reactant: [O:1]=[C:2]([C@H:23]([CH3:39])[C@@H:24]([O:30][C:31]([O:33][CH2:34][C:35]([Cl:38])([Cl:37])[Cl:36])=[O:32])[C@@H:25]([CH3:29])[CH2:26][CH:27]=[CH2:28])[C:3]([CH3:22])([CH3:21])[C@@H:4]([O:13][Si:14]([CH2:19][CH3:20])([CH2:17][CH3:18])[CH2:15][CH3:16])[CH2:5][C:6]([O:8]C(C)(C)C)=[O:7].N1C(C)=CC=CC=1C.O([Si](CC)(CC)CC)S(C(F)(F)F)(=O)=O. Product: [O:1]=[C:2]([C@H:23]([CH3:39])[C@@H:24]([O:30][C:31]([O:33][CH2:34][C:35]([Cl:38])([Cl:36])[Cl:37])=[O:32])[C@@H:25]([CH3:29])[CH2:26][CH:27]=[CH2:28])[C:3]([CH3:21])([CH3:22])[C@@H:4]([O:13][Si:14]([CH2:17][CH3:18])([CH2:19][CH3:20])[CH2:15][CH3:16])[CH2:5][C:6]([OH:8])=[O:7]. The catalyst class is: 2. (5) Reactant: [Cl:1][C:2]1[CH:7]=[CH:6][CH:5]=[C:4]([Cl:8])[C:3]=1[S:9]([NH:12][CH3:13])(=[O:11])=[O:10].C(=O)([O-])[O-].[K+].[K+].Br[CH2:21][CH2:22][CH2:23][CH2:24][C:25]([O:27][CH2:28][CH3:29])=[O:26]. Product: [CH2:28]([O:27][C:25](=[O:26])[CH2:24][CH2:23][CH2:22][CH2:21][N:12]([S:9]([C:3]1[C:4]([Cl:8])=[CH:5][CH:6]=[CH:7][C:2]=1[Cl:1])(=[O:10])=[O:11])[CH3:13])[CH3:29]. The catalyst class is: 248. (6) Reactant: [CH2:1]([O:3][C:4]1[C:13]2[C:8](=[CH:9][CH:10]=[CH:11][CH:12]=2)[C:7]([O:14][CH2:15][CH3:16])=[C:6]([C:17]([OH:19])=O)[C:5]=1[C:20]([OH:22])=[O:21])[CH3:2].S(Cl)(Cl)=O. Product: [CH2:15]([O:14][C:7]1[C:6]2[C:17](=[O:19])[O:21][C:20](=[O:22])[C:5]=2[C:4]([O:3][CH2:1][CH3:2])=[C:13]2[C:8]=1[CH:9]=[CH:10][CH:11]=[CH:12]2)[CH3:16]. The catalyst class is: 22. (7) Reactant: [NH2:1][C:2]1[CH:3]=[CH:4][C:5]2[S:9][C:8]([CH3:10])=[N:7][C:6]=2[CH:11]=1.[Cl:12]N1C(=O)CCC1=O. Product: [Cl:12][C:11]1[C:6]2[N:7]=[C:8]([CH3:10])[S:9][C:5]=2[CH:4]=[CH:3][C:2]=1[NH2:1]. The catalyst class is: 32.